From a dataset of Catalyst prediction with 721,799 reactions and 888 catalyst types from USPTO. Predict which catalyst facilitates the given reaction. (1) Reactant: [C:1]1([N:7]2[C:11]([NH:12][C:13](=[O:21])OC3C=CC=CC=3)=[CH:10][C:9]([C:22]([F:25])([F:24])[F:23])=[N:8]2)[CH:6]=[CH:5][CH:4]=[CH:3][CH:2]=1.[CH3:26][O:27][C:28]1[CH:29]=[C:30]2[C:35](=[CH:36][C:37]=1[O:38][CH2:39][CH2:40][O:41][CH3:42])[N:34]=[CH:33][N:32]=[C:31]2[O:43][C:44]1[CH:45]=[C:46]([CH:48]=[CH:49][CH:50]=1)[NH2:47].C(N(CC)C(C)C)(C)C. Product: [CH3:26][O:27][C:28]1[CH:29]=[C:30]2[C:35](=[CH:36][C:37]=1[O:38][CH2:39][CH2:40][O:41][CH3:42])[N:34]=[CH:33][N:32]=[C:31]2[O:43][C:44]1[CH:45]=[C:46]([NH:47][C:13]([NH:12][C:11]2[N:7]([C:1]3[CH:2]=[CH:3][CH:4]=[CH:5][CH:6]=3)[N:8]=[C:9]([C:22]([F:23])([F:24])[F:25])[CH:10]=2)=[O:21])[CH:48]=[CH:49][CH:50]=1. The catalyst class is: 1. (2) Reactant: [Cl:1][C:2]1[CH:3]=[CH:4][C:5]([N:16]2[CH:20]=[N:19][N:18]=[N:17]2)=[C:6]([C:8]2[CH:13]=[C:12]([O:14]C)[N:11]=[CH:10][N:9]=2)[CH:7]=1.[Na+].[I-].C[Si](Cl)(C)C. Product: [Cl:1][C:2]1[CH:3]=[CH:4][C:5]([N:16]2[CH:20]=[N:19][N:18]=[N:17]2)=[C:6]([C:8]2[N:9]=[CH:10][N:11]=[C:12]([OH:14])[CH:13]=2)[CH:7]=1. The catalyst class is: 10. (3) Reactant: [Br:1][C:2]1[C:3]([CH3:22])=[C:4]([CH:19]=[CH:20][CH:21]=1)[CH2:5][O:6][C:7]1[CH:14]=[C:13]([O:15][CH3:16])[C:10]([CH:11]=O)=[C:9]([O:17][CH3:18])[CH:8]=1.Cl.[CH3:24][O:25][C:26](=[O:30])[C@@H:27]([CH3:29])[NH2:28].C(O[BH-](OC(=O)C)OC(=O)C)(=O)C.[Na+]. Product: [Br:1][C:2]1[C:3]([CH3:22])=[C:4]([CH:19]=[CH:20][CH:21]=1)[CH2:5][O:6][C:7]1[CH:14]=[C:13]([O:15][CH3:16])[C:10]([CH2:11][NH:28][C@H:27]([CH3:29])[C:26]([O:25][CH3:24])=[O:30])=[C:9]([O:17][CH3:18])[CH:8]=1. The catalyst class is: 68. (4) Reactant: [NH:1]1[CH2:6][CH2:5][CH:4]([CH2:7][CH2:8][OH:9])[CH2:3][CH2:2]1.OC1C2N=NNC=2C=CC=1.Cl.C(N=C=NCCCN(C)C)C.[C:32]1([CH:38]([C:42]2[CH:47]=[CH:46][CH:45]=[CH:44][CH:43]=2)[C:39](O)=[O:40])[CH:37]=[CH:36][CH:35]=[CH:34][CH:33]=1.C(N(CC)C(C)C)(C)C. Product: [OH:9][CH2:8][CH2:7][CH:4]1[CH2:5][CH2:6][N:1]([C:39](=[O:40])[CH:38]([C:32]2[CH:37]=[CH:36][CH:35]=[CH:34][CH:33]=2)[C:42]2[CH:47]=[CH:46][CH:45]=[CH:44][CH:43]=2)[CH2:2][CH2:3]1. The catalyst class is: 9. (5) Reactant: [NH2:1][C:2]1[CH:3]=[C:4]([CH:8]=[CH:9][C:10]=1[OH:11])[C:5]([OH:7])=O.C1N=CN([C:17](N2C=NC=C2)=[O:18])C=1.[BH4-].[Na+].Cl. Product: [OH:7][CH2:5][C:4]1[CH:8]=[CH:9][C:10]2[O:11][C:17](=[O:18])[NH:1][C:2]=2[CH:3]=1. The catalyst class is: 20. (6) Reactant: C([O:3][C:4]([C@@H:6]1[CH2:11][CH2:10][N:9]([C:12]([O:14][C:15]([CH3:18])([CH3:17])[CH3:16])=[O:13])[CH2:8][C@H:7]1[C:19]1[CH:24]=[CH:23][CH:22]=[CH:21][CH:20]=1)=[O:5])C.[OH-].[K+]. Product: [C:15]([O:14][C:12]([N:9]1[CH2:10][CH2:11][C@@H:6]([C:4]([OH:5])=[O:3])[C@H:7]([C:19]2[CH:24]=[CH:23][CH:22]=[CH:21][CH:20]=2)[CH2:8]1)=[O:13])([CH3:18])([CH3:16])[CH3:17]. The catalyst class is: 24. (7) Reactant: Cl[C:2]1[CH:7]=[C:6]([N:8]([CH:16]2[CH2:18][CH2:17]2)C(=O)OC(C)(C)C)[N:5]2[N:19]=[CH:20][C:21](/[CH:22]=[C:23]3\[NH:24][C:25](=[O:29])[NH:26][C:27]\3=[O:28])=[C:4]2[N:3]=1.[Cl:30][C:31]1[CH:32]=[C:33]([CH:36]=[CH:37][C:38]=1[OH:39])[C:34]#[N:35].C([O-])([O-])=O.[K+].[K+].O. Product: [Cl:30][C:31]1[CH:32]=[C:33]([CH:36]=[CH:37][C:38]=1[O:39][C:2]1[CH:7]=[C:6]([NH:8][CH:16]2[CH2:18][CH2:17]2)[N:5]2[N:19]=[CH:20][C:21](/[CH:22]=[C:23]3\[NH:24][C:25](=[O:29])[NH:26][C:27]\3=[O:28])=[C:4]2[N:3]=1)[C:34]#[N:35]. The catalyst class is: 3.